Dataset: Full USPTO retrosynthesis dataset with 1.9M reactions from patents (1976-2016). Task: Predict the reactants needed to synthesize the given product. (1) Given the product [Li+:29].[C:17]1([C:20]2[CH:21]=[CH:22][CH:23]=[CH:24][CH:25]=2)[CH:18]=[CH:19][C:14]([NH:13][C:12]2[CH:11]=[N:10][CH:9]=[C:8]3[S:26][C:5]([C:3]([O-:4])=[O:2])=[CH:6][C:7]=23)=[CH:15][CH:16]=1, predict the reactants needed to synthesize it. The reactants are: C[O:2][C:3]([C:5]1[S:26][C:8]2=[CH:9][N:10]=[CH:11][C:12]([NH:13][C:14]3[CH:19]=[CH:18][C:17]([C:20]4[CH:25]=[CH:24][CH:23]=[CH:22][CH:21]=4)=[CH:16][CH:15]=3)=[C:7]2[CH:6]=1)=[O:4].O.[OH-].[Li+:29]. (2) Given the product [NH:21]1[CH2:22][CH2:23][CH:18]([N:15]2[CH2:14][CH2:13][CH:12]([N:3]3[C@@H:4]4[C@H:9]([CH2:8][CH2:7][CH2:6][CH2:5]4)[CH2:10][NH:11][C:2]3=[O:1])[CH2:17][CH2:16]2)[CH2:19][CH2:20]1, predict the reactants needed to synthesize it. The reactants are: [O:1]=[C:2]1[NH:11][CH2:10][C@@H:9]2[C@H:4]([CH2:5][CH2:6][CH2:7][CH2:8]2)[N:3]1[CH:12]1[CH2:17][CH2:16][N:15]([CH:18]2[CH2:23][CH2:22][N:21](C(OC(C)(C)C)=O)[CH2:20][CH2:19]2)[CH2:14][CH2:13]1. (3) Given the product [CH3:27][O:28][C:29](=[O:41])[CH2:30][O:31][C:32]1[CH:33]=[C:34]([CH3:39])[CH:35]=[C:36]([CH2:38][N:11]2[CH2:10][CH2:9][N:8]([C:13]3[S:14][C:15]4[CH:21]=[C:20]([O:22][C:23]([F:26])([F:24])[F:25])[CH:19]=[CH:18][C:16]=4[N:17]=3)[C@H:7]([CH2:3][CH2:4][CH2:5][CH3:6])[CH2:12]2)[CH:37]=1, predict the reactants needed to synthesize it. The reactants are: Cl.Cl.[CH2:3]([C@@H:7]1[CH2:12][NH:11][CH2:10][CH2:9][N:8]1[C:13]1[S:14][C:15]2[CH:21]=[C:20]([O:22][C:23]([F:26])([F:25])[F:24])[CH:19]=[CH:18][C:16]=2[N:17]=1)[CH2:4][CH2:5][CH3:6].[CH3:27][O:28][C:29](=[O:41])[CH2:30][O:31][C:32]1[CH:37]=[C:36]([CH3:38])[CH:35]=[C:34]([CH2:39]Cl)[CH:33]=1.C(=O)([O-])[O-].[K+].[K+].[I-].[K+]. (4) Given the product [C:16]1([NH:15][S:2]([C:5]2[CH:6]=[C:7]3[C:11](=[CH:12][CH:13]=2)[NH:10][C:9](=[O:14])[CH2:8]3)(=[O:4])=[O:3])[CH:21]=[CH:20][CH:19]=[CH:18][CH:17]=1, predict the reactants needed to synthesize it. The reactants are: Cl[S:2]([C:5]1[CH:6]=[C:7]2[C:11](=[CH:12][CH:13]=1)[NH:10][C:9](=[O:14])[CH2:8]2)(=[O:4])=[O:3].[NH2:15][C:16]1[CH:21]=[CH:20][CH:19]=[CH:18][CH:17]=1.N1C=CC=CC=1.C(OCC)(=O)C. (5) Given the product [F:21][C:22]1[C:35]([F:36])=[CH:34][C:25]2[NH:26][C:27]([C@@H:29]3[CH2:33][CH2:32][CH2:31][N:30]3[C:14]([C@H:13]([CH2:17][CH2:18][CH2:19][CH3:20])[CH2:12][N:9]([OH:8])[CH:10]=[O:11])=[O:15])=[N:28][C:24]=2[CH:23]=1, predict the reactants needed to synthesize it. The reactants are: C([O:8][N:9]([CH2:12][C@@H:13]([CH2:17][CH2:18][CH2:19][CH3:20])[C:14](O)=[O:15])[CH:10]=[O:11])C1C=CC=CC=1.[F:21][C:22]1[C:35]([F:36])=[CH:34][C:25]2[NH:26][C:27]([C@@H:29]3[CH2:33][CH2:32][CH2:31][NH:30]3)=[N:28][C:24]=2[CH:23]=1.